This data is from Merck oncology drug combination screen with 23,052 pairs across 39 cell lines. The task is: Regression. Given two drug SMILES strings and cell line genomic features, predict the synergy score measuring deviation from expected non-interaction effect. (1) Drug 1: CS(=O)(=O)CCNCc1ccc(-c2ccc3ncnc(Nc4ccc(OCc5cccc(F)c5)c(Cl)c4)c3c2)o1. Drug 2: NC1(c2ccc(-c3nc4ccn5c(=O)[nH]nc5c4cc3-c3ccccc3)cc2)CCC1. Cell line: EFM192B. Synergy scores: synergy=40.6. (2) Drug 1: O=C(O)C1(Cc2cccc(Nc3nccs3)n2)CCC(Oc2cccc(Cl)c2F)CC1. Drug 2: Cc1nc(Nc2ncc(C(=O)Nc3c(C)cccc3Cl)s2)cc(N2CCN(CCO)CC2)n1. Cell line: SKOV3. Synergy scores: synergy=14.2. (3) Drug 1: O=P1(N(CCCl)CCCl)NCCCO1. Drug 2: Cc1nc(Nc2ncc(C(=O)Nc3c(C)cccc3Cl)s2)cc(N2CCN(CCO)CC2)n1. Cell line: SKOV3. Synergy scores: synergy=-5.82. (4) Synergy scores: synergy=-1.79. Drug 2: O=C(O)C1(Cc2cccc(Nc3nccs3)n2)CCC(Oc2cccc(Cl)c2F)CC1. Drug 1: O=c1[nH]cc(F)c(=O)[nH]1. Cell line: NCIH2122. (5) Drug 1: CN(C)C(=N)N=C(N)N. Drug 2: CC1(c2nc3c(C(N)=O)cccc3[nH]2)CCCN1. Cell line: A375. Synergy scores: synergy=-9.09. (6) Drug 1: N.N.O=C(O)C1(C(=O)O)CCC1.[Pt]. Drug 2: COC1CC2CCC(C)C(O)(O2)C(=O)C(=O)N2CCCCC2C(=O)OC(C(C)CC2CCC(OP(C)(C)=O)C(OC)C2)CC(=O)C(C)C=C(C)C(O)C(OC)C(=O)C(C)CC(C)C=CC=CC=C1C. Cell line: RPMI7951. Synergy scores: synergy=28.9. (7) Drug 1: CCC1(O)CC2CN(CCc3c([nH]c4ccccc34)C(C(=O)OC)(c3cc4c(cc3OC)N(C)C3C(O)(C(=O)OC)C(OC(C)=O)C5(CC)C=CCN6CCC43C65)C2)C1. Drug 2: CC(C)CC(NC(=O)C(Cc1ccccc1)NC(=O)c1cnccn1)B(O)O. Cell line: RPMI7951. Synergy scores: synergy=-21.5. (8) Drug 1: COc1cccc2c1C(=O)c1c(O)c3c(c(O)c1C2=O)CC(O)(C(=O)CO)CC3OC1CC(N)C(O)C(C)O1. Drug 2: O=C(NOCC(O)CO)c1ccc(F)c(F)c1Nc1ccc(I)cc1F. Cell line: HT144. Synergy scores: synergy=7.84. (9) Drug 1: O=C(NOCC(O)CO)c1ccc(F)c(F)c1Nc1ccc(I)cc1F. Drug 2: Cc1nc(Nc2ncc(C(=O)Nc3c(C)cccc3Cl)s2)cc(N2CCN(CCO)CC2)n1. Cell line: RPMI7951. Synergy scores: synergy=39.0. (10) Drug 1: CCN(CC)CCNC(=O)c1c(C)[nH]c(C=C2C(=O)Nc3ccc(F)cc32)c1C. Drug 2: NC(=O)c1cccc2cn(-c3ccc(C4CCCNC4)cc3)nc12. Cell line: UACC62. Synergy scores: synergy=6.26.